This data is from Forward reaction prediction with 1.9M reactions from USPTO patents (1976-2016). The task is: Predict the product of the given reaction. (1) Given the reactants [C:1]([Cl:6])(=O)[C:2](Cl)=[O:3].[CH3:7][O:8][C:9]1[CH:19]=[CH:18][C:12]([CH2:13][NH:14][CH2:15][C:16]#[N:17])=[CH:11][CH:10]=1.[Cl:20]C1C=CC=CC=1, predict the reaction product. The product is: [Cl:6][C:1]1[C:2](=[O:3])[N:14]([CH2:13][C:12]2[CH:18]=[CH:19][C:9]([O:8][CH3:7])=[CH:10][CH:11]=2)[CH:15]=[C:16]([Cl:20])[N:17]=1. (2) Given the reactants [C:1]([S:5][C:6]1[CH:11]=[CH:10][C:9]([NH2:12])=[CH:8][CH:7]=1)([CH3:4])([CH3:3])[CH3:2].[C:13]([O:17][CH2:18][CH3:19])(=[O:16])[CH:14]=[CH2:15].C(N(CC)CC)C, predict the reaction product. The product is: [C:1]([S:5][C:6]1[CH:7]=[CH:8][C:9]([NH:12][CH2:15][CH2:14][C:13]([O:17][CH2:18][CH3:19])=[O:16])=[CH:10][CH:11]=1)([CH3:4])([CH3:2])[CH3:3]. (3) Given the reactants [NH2:1][C:2]1[C:7]2[C:8](Br)=[CH:9][O:10][C:6]=2[CH:5]=[CH:4][N:3]=1.CC1(C)C(C)(C)OB([C:20]2[CH:26]=[CH:25][C:23]([NH2:24])=[CH:22][CH:21]=2)O1.C(=O)([O-])[O-].[Na+].[Na+], predict the reaction product. The product is: [NH2:1][C:2]1[C:7]2[C:8]([C:20]3[CH:26]=[CH:25][C:23]([NH2:24])=[CH:22][CH:21]=3)=[CH:9][O:10][C:6]=2[CH:5]=[CH:4][N:3]=1. (4) Given the reactants [C:1]([N:5]([CH2:9][CH2:10][N:11]1[C:19](=[O:20])[C:18]2[C:13](=[CH:14][CH:15]=[CH:16][CH:17]=2)[C:12]1=[O:21])[C:6](=[O:8])[OH:7])([CH3:4])(C)C.[C:22]1(=O)NC(=O)[C:24]2=CC=C[CH:31]=[C:23]12.[H-].[Na+].[CH2:35](Br)C=C, predict the reaction product. The product is: [CH2:1]([N:5]([CH2:9][CH2:10][N:11]1[C:12](=[O:21])[C:13]2[C:18](=[CH:17][CH:16]=[CH:15][CH:14]=2)[C:19]1=[O:20])[C:6](=[O:8])[O:7][C:23]([CH3:24])([CH3:31])[CH3:22])[CH:4]=[CH2:35].